From a dataset of Forward reaction prediction with 1.9M reactions from USPTO patents (1976-2016). Predict the product of the given reaction. (1) The product is: [CH3:25][NH:26][C:22]([CH:18]1[CH2:19][C:20](=[O:21])[N:16]([C:13]2[CH:14]=[CH:15][C:10]([CH2:9][CH2:8][C:4]3[CH:5]=[CH:6][CH:7]=[C:2]([F:1])[CH:3]=3)=[CH:11][CH:12]=2)[CH2:17]1)=[O:24]. Given the reactants [F:1][C:2]1[CH:3]=[C:4]([CH2:8][CH2:9][C:10]2[CH:15]=[CH:14][C:13]([N:16]3[C:20](=[O:21])[CH2:19][CH:18]([C:22]([OH:24])=O)[CH2:17]3)=[CH:12][CH:11]=2)[CH:5]=[CH:6][CH:7]=1.[CH3:25][NH2:26], predict the reaction product. (2) The product is: [Cl:1][C:2]1[CH:10]=[CH:9][C:5]([C:6]([O:8][CH3:17])=[O:7])=[CH:4][C:3]=1[I:11]. Given the reactants [Cl:1][C:2]1[CH:10]=[CH:9][C:5]([C:6]([OH:8])=[O:7])=[CH:4][C:3]=1[I:11].S(=O)(=O)(O)O.[CH3:17]O, predict the reaction product. (3) Given the reactants [C:1]([O:5][C:6](=[O:16])[N:7]([CH3:15])[CH:8]1[CH2:13][CH2:12][C:11](=O)[CH2:10][CH2:9]1)([CH3:4])([CH3:3])[CH3:2].[Br-].[C:18]([CH2:21][CH2:22][CH2:23][CH2:24][P+](C1C=CC=CC=1)(C1C=CC=CC=1)C1C=CC=CC=1)([OH:20])=[O:19].[H-].[Na+].CC(O)=O, predict the reaction product. The product is: [C:1]([O:5][C:6]([N:7]([CH3:15])[CH:8]1[CH2:13][CH2:12][C:11](=[CH:24][CH2:23][CH2:22][CH2:21][C:18]([OH:20])=[O:19])[CH2:10][CH2:9]1)=[O:16])([CH3:4])([CH3:3])[CH3:2]. (4) The product is: [Br:1][C:2]1[CH:3]=[CH:4][C:5]([C:8]2[CH2:12][CH:11]([CH2:13][S:15][CH2:16][CH2:17][OH:18])[O:10][N:9]=2)=[N:6][CH:7]=1. Given the reactants [Br:1][C:2]1[CH:3]=[CH:4][C:5]([C:8]2[CH2:12][CH:11]([CH2:13]Cl)[O:10][N:9]=2)=[N:6][CH:7]=1.[SH:15][CH2:16][CH2:17][OH:18].C(=O)([O-])[O-].[K+].[K+].CN(C=O)C, predict the reaction product. (5) The product is: [CH:25]1([CH2:24][C:21]2[N:18]3[CH:19]=[CH:20][C:15]([O:13][CH2:12][C:9]4([C:3]5[CH:4]=[CH:5][C:6]([F:8])=[CH:7][C:2]=5[F:1])[CH2:10][CH2:11]4)=[C:16]([C:28]([F:29])([F:30])[F:31])[C:17]3=[N:23][N:22]=2)[CH2:27][CH2:26]1. Given the reactants [F:1][C:2]1[CH:7]=[C:6]([F:8])[CH:5]=[CH:4][C:3]=1[C:9]1([CH2:12][OH:13])[CH2:11][CH2:10]1.Cl[C:15]1[CH:20]=[CH:19][N:18]2[C:21]([CH2:24][CH:25]3[CH2:27][CH2:26]3)=[N:22][N:23]=[C:17]2[C:16]=1[C:28]([F:31])([F:30])[F:29], predict the reaction product. (6) Given the reactants [CH3:1][C:2]1[C:10]2[N:9]=[C:8](/[CH:11]=[CH:12]/[C:13]3[CH:18]=[CH:17][CH:16]=[CH:15][CH:14]=3)[NH:7][C:6]=2[CH:5]=[CH:4][CH:3]=1.F[C:20]1[CH:25]=[CH:24][CH:23]=[CH:22][N:21]=1.N1C=CC=CC=1N1C2C=CC=CC=2N=C1/C=C/C1C=CC=CC=1.[ClH:49], predict the reaction product. The product is: [ClH:49].[CH3:1][C:2]1[C:10]2[N:9]=[C:8](/[CH:11]=[CH:12]/[C:13]3[CH:18]=[CH:17][CH:16]=[CH:15][CH:14]=3)[N:7]([C:20]3[CH:25]=[CH:24][CH:23]=[CH:22][N:21]=3)[C:6]=2[CH:5]=[CH:4][CH:3]=1. (7) Given the reactants [CH3:1][O:2][C:3]1[CH:11]=[CH:10][CH:9]=[C:8]2[C:4]=1[CH:5]=[CH:6][NH:7]2.[OH-].[K+].[NH2:14]OS(O)(=O)=O, predict the reaction product. The product is: [NH2:14][N:7]1[C:8]2[C:4](=[C:3]([O:2][CH3:1])[CH:11]=[CH:10][CH:9]=2)[CH:5]=[CH:6]1.